The task is: Regression. Given a peptide amino acid sequence and an MHC pseudo amino acid sequence, predict their binding affinity value. This is MHC class II binding data.. This data is from Peptide-MHC class II binding affinity with 134,281 pairs from IEDB. (1) The peptide sequence is QKILIKIPVTKNIIT. The MHC is DRB4_0101 with pseudo-sequence DRB4_0103. The binding affinity (normalized) is 0.366. (2) The peptide sequence is IPTAFKIGKTYTPEE. The MHC is DRB4_0101 with pseudo-sequence DRB4_0103. The binding affinity (normalized) is 0.129.